From a dataset of Full USPTO retrosynthesis dataset with 1.9M reactions from patents (1976-2016). Predict the reactants needed to synthesize the given product. (1) Given the product [N:1]1([CH2:15][CH2:16][CH2:17][CH2:18][N:1]2[C:5]3[CH:6]=[CH:7][CH:8]=[CH:9][C:4]=3[N:3]=[CH:2]2)[C:5]2[CH:6]=[CH:7][CH:8]=[CH:9][C:4]=2[N:3]=[CH:2]1, predict the reactants needed to synthesize it. The reactants are: [N:1]1[C:5]2[CH:6]=[CH:7][CH:8]=[CH:9][C:4]=2[NH:3][CH:2]=1.[H-].[Na+].[H][H].Br[CH2:15][CH2:16][CH2:17][CH2:18]Br. (2) The reactants are: Cl.[CH3:2][CH:3]([CH3:10])[N:4]=[C:5]=[N:6][CH:7]([CH3:9])[CH3:8].[CH3:11][C:12]([C@:14]1([O:37][C:38]([CH3:40])=[O:39])[C@@:18]2([CH3:36])[CH2:19][CH2:20][C@@H:21]3[C@@:26]4([CH3:33])[CH2:27][CH2:28][C:29]([O:31][CH3:32])=[CH:30][C:25]4=[C:24]([CH:34]=[O:35])[CH2:23][C@H:22]3[C@@H:17]2[CH2:16][CH2:15]1)=[O:13].O. Given the product [CH3:2][CH:3]([CH3:10])[N:4]=[C:5]=[N:6][CH:7]([CH3:9])[CH3:8].[CH3:11][C:12]([C@:14]1([O:37][C:38]([CH3:40])=[O:39])[C@@:18]2([CH3:36])[CH2:19][CH2:20][C@@H:21]3[C@@:26]4([CH3:33])[CH2:27][CH2:28][C:29]([O:31][CH3:32])=[CH:30][C:25]4=[C:24]([CH:34]=[O:35])[CH2:23][C@H:22]3[C@@H:17]2[CH2:16][CH2:15]1)=[O:13], predict the reactants needed to synthesize it. (3) The reactants are: O[C:2]1([C:18]2[C:22]([CH3:23])=[C:21]([Br:24])[S:20][C:19]=2[F:25])[CH2:7][CH2:6][N:5]([C:8]([O:10][CH2:11][C:12]2[CH:17]=[CH:16][CH:15]=[CH:14][CH:13]=2)=[O:9])[CH2:4][CH2:3]1.FC(F)(F)C(O)=O.C([O-])(O)=O.[Na+]. Given the product [Br:24][C:21]1[S:20][C:19]([F:25])=[C:18]([CH:2]2[CH2:7][CH2:6][N:5]([C:8]([O:10][CH2:11][C:12]3[CH:17]=[CH:16][CH:15]=[CH:14][CH:13]=3)=[O:9])[CH2:4][CH2:3]2)[C:22]=1[CH3:23], predict the reactants needed to synthesize it. (4) Given the product [CH3:29][N:30]([CH2:31][CH:32]1[CH2:36][CH2:35][CH2:34][O:33]1)[CH2:2][C:3]1[N:4]([CH3:28])[C:5]2[C:10]([N:11]=1)=[C:9]([N:12]1[CH2:17][CH2:16][O:15][CH2:14][CH2:13]1)[N:8]=[C:7]([N:18]1[C:22]3[CH:23]=[CH:24][CH:25]=[CH:26][C:21]=3[N:20]=[C:19]1[CH3:27])[N:6]=2, predict the reactants needed to synthesize it. The reactants are: Br[CH2:2][C:3]1[N:4]([CH3:28])[C:5]2[C:10]([N:11]=1)=[C:9]([N:12]1[CH2:17][CH2:16][O:15][CH2:14][CH2:13]1)[N:8]=[C:7]([N:18]1[C:22]3[CH:23]=[CH:24][CH:25]=[CH:26][C:21]=3[N:20]=[C:19]1[CH3:27])[N:6]=2.[CH3:29][NH:30][CH2:31][CH:32]1[CH2:36][CH2:35][CH2:34][O:33]1. (5) The reactants are: [Cl:1][C:2]1[N:7]=[N:6][C:5]([NH2:8])=[C:4]([O:9][CH3:10])[CH:3]=1.[Cl:11][C:12]1[S:13][C:14]([Cl:21])=[CH:15][C:16]=1[S:17](Cl)(=[O:19])=[O:18].N1C=CC=CC=1.O. Given the product [Cl:11][C:12]1[S:13][C:14]([Cl:21])=[CH:15][C:16]=1[S:17]([NH:8][C:5]1[N:6]=[N:7][C:2]([Cl:1])=[CH:3][C:4]=1[O:9][CH3:10])(=[O:19])=[O:18], predict the reactants needed to synthesize it. (6) Given the product [ClH:39].[N:2]12[CH2:7][CH2:6][CH:5]([CH2:8][CH2:9]1)[C@@H:4]([NH:10][C:11]([C:13]1[S:14][C:15]3[CH:21]=[C:20]([N:22]([S:36]([C:29]4[CH:28]=[CH:32][CH:31]=[CH:30][CH:35]=4)(=[O:38])=[O:37])[S:36]([C:30]4[CH:35]=[CH:34][CH:33]=[CH:32][CH:31]=4)(=[O:38])=[O:37])[CH:19]=[CH:18][C:16]=3[CH:17]=1)=[O:12])[CH2:3]2, predict the reactants needed to synthesize it. The reactants are: Cl.[N:2]12[CH2:9][CH2:8][CH:5]([CH2:6][CH2:7]1)[C@@H:4]([NH:10][C:11]([C:13]1[S:14][C:15]3[CH:21]=[C:20]([NH2:22])[CH:19]=[CH:18][C:16]=3[CH:17]=1)=[O:12])[CH2:3]2.C(N([CH2:28][CH3:29])CC)C.[C:30]1([S:36]([Cl:39])(=[O:38])=[O:37])[CH:35]=[CH:34][CH:33]=[CH:32][CH:31]=1. (7) Given the product [Cl:39][C:40]1[CH:46]=[C:45]([F:47])[CH:44]=[CH:43][C:41]=1[NH:42][C:14]1[C:15](=[O:38])[C:16](=[O:37])[C:17]=1[NH:18][C:19]1[CH:24]=[CH:23][C:22]([Cl:25])=[C:21]([S:26]([N:29]2[CH2:34][CH2:33][N:32]([CH3:35])[CH2:31][CH2:30]2)(=[O:27])=[O:28])[C:20]=1[OH:36], predict the reactants needed to synthesize it. The reactants are: C1(C2C=CC=CC=2)C=CC=CC=1.Cl[C:14]1[C:15](=[O:38])[C:16](=[O:37])[C:17]=1[NH:18][C:19]1[CH:24]=[CH:23][C:22]([Cl:25])=[C:21]([S:26]([N:29]2[CH2:34][CH2:33][N:32]([CH3:35])[CH2:31][CH2:30]2)(=[O:28])=[O:27])[C:20]=1[OH:36].[Cl:39][C:40]1[CH:46]=[C:45]([F:47])[CH:44]=[CH:43][C:41]=1[NH2:42].C(N(CC)CC)C.C(Cl)Cl. (8) The reactants are: [C:1]1([NH:7]N)[CH:6]=[CH:5][CH:4]=[CH:3][CH:2]=1.FC(F)(F)C(O)=O.[CH2:16]([O:23][C:24]([N:26]1[CH2:31][CH2:30][CH:29]([CH:32]=O)[CH2:28][CH2:27]1)=[O:25])[C:17]1[CH:22]=[CH:21][CH:20]=[CH:19][CH:18]=1.[BH4-].[Na+]. Given the product [N:26]1([C:24]([O:23][CH2:16][C:17]2[CH:18]=[CH:19][CH:20]=[CH:21][CH:22]=2)=[O:25])[CH2:27][CH2:28][C:29]2([C:6]3[C:1](=[CH:2][CH:3]=[CH:4][CH:5]=3)[NH:7][CH2:32]2)[CH2:30][CH2:31]1, predict the reactants needed to synthesize it. (9) Given the product [CH:1]1([C:7]2[CH:8]=[C:9]([CH:13]=[C:14]([CH2:33][C:34]([N:36]3[CH2:37][CH2:38][O:39][CH2:40][CH2:41]3)=[O:35])[C:15]=2[C:16]2[CH:17]=[C:18]3[C:23](=[CH:24][CH:25]=2)[N:22]=[C:21]([C:26]2[S:30][C:29]([CH3:31])=[N:28][C:27]=2[CH3:32])[CH:20]=[CH:19]3)[C:10]([NH:75][C:76]2([C:81]([OH:83])=[O:82])[CH2:80][CH2:79][CH2:78][CH2:77]2)=[O:11])[CH2:6][CH2:5][CH2:4][CH2:3][CH2:2]1, predict the reactants needed to synthesize it. The reactants are: [CH:1]1([C:7]2[CH:8]=[C:9]([CH:13]=[C:14]([CH2:33][C:34]([N:36]3[CH2:41][CH2:40][O:39][CH2:38][CH2:37]3)=[O:35])[C:15]=2[C:16]2[CH:17]=[C:18]3[C:23](=[CH:24][CH:25]=2)[N:22]=[C:21]([C:26]2[S:30][C:29]([CH3:31])=[N:28][C:27]=2[CH3:32])[CH:20]=[CH:19]3)[C:10](O)=[O:11])[CH2:6][CH2:5][CH2:4][CH2:3][CH2:2]1.CN(C(ON1N=NC2C=CC=NC1=2)=[N+](C)C)C.F[P-](F)(F)(F)(F)F.C(N(C(C)C)CC)(C)C.[NH2:75][C:76]1([C:81]([OH:83])=[O:82])[CH2:80][CH2:79][CH2:78][CH2:77]1.